This data is from Full USPTO retrosynthesis dataset with 1.9M reactions from patents (1976-2016). The task is: Predict the reactants needed to synthesize the given product. (1) Given the product [O:10]=[C:9]([CH3:11])[CH2:8][C:5]1[CH:4]=[CH:3][C:2]([NH:1][C:19](=[O:20])[O:21][CH2:22][C:23]([Cl:26])([Cl:25])[Cl:24])=[CH:7][CH:6]=1, predict the reactants needed to synthesize it. The reactants are: [NH2:1][C:2]1[CH:7]=[CH:6][C:5]([CH2:8][C:9]([CH3:11])=[O:10])=[CH:4][CH:3]=1.N1C=CC=CC=1.Cl[C:19]([O:21][CH2:22][C:23]([Cl:26])([Cl:25])[Cl:24])=[O:20]. (2) Given the product [NH2:11][C:12]1[N:13]=[C:14]([N:23]2[CH2:24][CH2:25][N:26]([C:29](=[O:39])[CH2:30][O:31][C:32]3[CH:37]=[CH:36][C:35]([Cl:38])=[CH:34][CH:33]=3)[CH2:27][CH2:28]2)[C:15]2[N:21]=[C:20]([C:3]3[CH:4]=[CH:5][CH:6]=[CH:7][C:2]=3[Cl:1])[CH:19]=[CH:18][C:16]=2[N:17]=1, predict the reactants needed to synthesize it. The reactants are: [Cl:1][C:2]1[CH:7]=[CH:6][CH:5]=[CH:4][C:3]=1B(O)O.[NH2:11][C:12]1[N:13]=[C:14]([N:23]2[CH2:28][CH2:27][N:26]([C:29](=[O:39])[CH2:30][O:31][C:32]3[CH:37]=[CH:36][C:35]([Cl:38])=[CH:34][CH:33]=3)[CH2:25][CH2:24]2)[C:15]2[N:21]=[C:20](Cl)[CH:19]=[CH:18][C:16]=2[N:17]=1. (3) The reactants are: [CH3:1][C:2]1[CH:15]=[CH:14][CH:13]=[C:12]2[C:3]=1[N:4]=[C:5]1[C:10](=[CH:11]2)[CH:9]=[CH:8][CH:7]=[C:6]1[C:16](O)=[O:17].C1N=CN(C(N2C=NC=C2)=O)C=1.[NH2:31][CH2:32][CH2:33][CH2:34][N:35]([CH3:52])[CH2:36][CH2:37][CH2:38][NH:39][C:40]1[N:41]=[N+:42]([O-:51])[C:43]2[CH:50]=[CH:49][CH:48]=[CH:47][C:44]=2[N+:45]=1[O-:46]. Given the product [O-:51][N+:42]1[C:43]2[CH:50]=[CH:49][CH:48]=[CH:47][C:44]=2[N+:45]([O-:46])=[C:40]([NH:39][CH2:38][CH2:37][CH2:36][N:35]([CH3:52])[CH2:34][CH2:33][CH2:32][NH:31][C:16]([C:6]2[C:5]3[C:10](=[CH:11][C:12]4[C:3]([N:4]=3)=[C:2]([CH3:1])[CH:15]=[CH:14][CH:13]=4)[CH:9]=[CH:8][CH:7]=2)=[O:17])[N:41]=1, predict the reactants needed to synthesize it. (4) Given the product [F:1][C:2]1[C:3]([CH3:9])=[C:4]([F:8])[CH:5]=[CH:6][C:7]=1[S:10]([Cl:14])(=[O:12])=[O:11], predict the reactants needed to synthesize it. The reactants are: [F:1][C:2]1[CH:7]=[CH:6][CH:5]=[C:4]([F:8])[C:3]=1[CH3:9].[S:10]([Cl:14])(=O)(=[O:12])[OH:11]. (5) The reactants are: [Cl:1][C:2]1[CH:7]=[CH:6][C:5]([N:8]2[C:17](=[O:18])[C:16]3[C:11](=[C:12]([I:23])[C:13]([NH:19][C:20](=[O:22])[CH3:21])=[CH:14][CH:15]=3)[N:10]=[C:9]2[CH:24]([CH3:26])[CH3:25])=[CH:4][CH:3]=1.C(=O)([O-])[O-].[Cs+].[Cs+].Br[CH2:34][CH2:35][CH:36]=[C:37]([CH3:39])[CH3:38]. Given the product [Cl:1][C:2]1[CH:3]=[CH:4][C:5]([N:8]2[C:17](=[O:18])[C:16]3[C:11](=[C:12]([I:23])[C:13]([N:19]([CH2:34][CH2:35][CH:36]=[C:37]([CH3:39])[CH3:38])[C:20](=[O:22])[CH3:21])=[CH:14][CH:15]=3)[N:10]=[C:9]2[CH:24]([CH3:26])[CH3:25])=[CH:6][CH:7]=1, predict the reactants needed to synthesize it.